From a dataset of Catalyst prediction with 721,799 reactions and 888 catalyst types from USPTO. Predict which catalyst facilitates the given reaction. (1) Reactant: [OH:1][C:2]1[C:11]([C:12]2[CH:17]=[CH:16][CH:15]=[CH:14][CH:13]=2)=[CH:10][C:9]2[N:8]=[C:7]([C:18]3[CH:23]=[CH:22][CH:21]=[CH:20][CH:19]=3)[CH:6]=[N:5][C:4]=2[C:3]=1[C:24]([OH:26])=O.Cl.C([NH:30][CH2:31][C:32]([OH:34])=[O:33])C.[CH2:35](N(CC)CC)[CH3:36].C1CN([P+](ON2N=NC3C=CC=CC2=3)(N2CCCC2)N2CCCC2)CC1.F[P-](F)(F)(F)(F)F. Product: [OH:1][C:2]1[C:3]([C:24]([NH:30][CH2:31][C:32]([O:34][CH2:35][CH3:36])=[O:33])=[O:26])=[C:4]2[C:9](=[CH:10][C:11]=1[C:12]1[CH:13]=[CH:14][CH:15]=[CH:16][CH:17]=1)[N:8]=[C:7]([C:18]1[CH:19]=[CH:20][CH:21]=[CH:22][CH:23]=1)[CH:6]=[N:5]2. The catalyst class is: 9. (2) Reactant: C([O:3][C:4](=O)[C:5]1[CH:10]=[C:9]([O:11][CH2:12][CH3:13])[C:8]([NH2:14])=[C:7]([O:15][CH2:16][CH3:17])[CH:6]=1)C.[H-].C([Al+]CC(C)C)C(C)C. Product: [NH2:14][C:8]1[C:7]([O:15][CH2:16][CH3:17])=[CH:6][C:5]([CH2:4][OH:3])=[CH:10][C:9]=1[O:11][CH2:12][CH3:13]. The catalyst class is: 4. (3) Reactant: [CH3:1][O:2][C:3]1[C:8]([C:9]2[CH:10]=[C:11]([NH:14][C:15]3[CH:20]=[N:19][CH:18]=[C:17]([O:21][C@@H:22]4[CH2:27][CH2:26][CH2:25][NH:24][CH2:23]4)[N:16]=3)[NH:12][N:13]=2)=[CH:7][CH:6]=[C:5]([CH3:28])[N:4]=1.[C:29]([OH:32])(=[O:31])[CH3:30]. Product: [C:29]([OH:32])(=[O:31])[CH3:30].[CH3:1][O:2][C:3]1[C:8]([C:9]2[CH:10]=[C:11]([NH:14][C:15]3[CH:20]=[N:19][CH:18]=[C:17]([O:21][C@@H:22]4[CH2:27][CH2:26][CH2:25][NH:24][CH2:23]4)[N:16]=3)[NH:12][N:13]=2)=[CH:7][CH:6]=[C:5]([CH3:28])[N:4]=1. The catalyst class is: 4.